This data is from Catalyst prediction with 721,799 reactions and 888 catalyst types from USPTO. The task is: Predict which catalyst facilitates the given reaction. Reactant: [Br:1][C:2]1[CH:7]=[CH:6][C:5]([CH2:8][CH2:9][CH2:10][OH:11])=[C:4]([O:12][C:13]([F:16])([F:15])[F:14])[CH:3]=1.[Cr](Cl)([O-])(=O)=O.[NH+]1C=CC=CC=1. Product: [Br:1][C:2]1[CH:7]=[CH:6][C:5]([CH2:8][CH2:9][CH:10]=[O:11])=[C:4]([O:12][C:13]([F:14])([F:15])[F:16])[CH:3]=1. The catalyst class is: 2.